From a dataset of Full USPTO retrosynthesis dataset with 1.9M reactions from patents (1976-2016). Predict the reactants needed to synthesize the given product. Given the product [Br:1][C:2]1[CH:11]=[C:6]([C:7]([O:9][CH3:10])=[O:8])[C:5](=[O:12])[N:4]([C:23]2[CH:28]=[CH:27][CH:26]=[CH:25][CH:24]=2)[CH:3]=1, predict the reactants needed to synthesize it. The reactants are: [Br:1][C:2]1[CH:3]=[N:4][C:5]([OH:12])=[C:6]([CH:11]=1)[C:7]([O:9][CH3:10])=[O:8].OC1N=CC=CC=1C(O)=O.[C:23]1(B(O)O)[CH:28]=[CH:27][CH:26]=[CH:25][CH:24]=1.N.